This data is from Peptide-MHC class I binding affinity with 185,985 pairs from IEDB/IMGT. The task is: Regression. Given a peptide amino acid sequence and an MHC pseudo amino acid sequence, predict their binding affinity value. This is MHC class I binding data. (1) The peptide sequence is DYLEYDDLL. The MHC is H-2-Kd with pseudo-sequence H-2-Kd. The binding affinity (normalized) is 0.0774. (2) The peptide sequence is LVSECSKDF. The MHC is HLA-B27:05 with pseudo-sequence HLA-B27:05. The binding affinity (normalized) is 0.0847. (3) The peptide sequence is VVMDYLDNLK. The MHC is HLA-A11:01 with pseudo-sequence HLA-A11:01. The binding affinity (normalized) is 0.299. (4) The peptide sequence is RPRQRGIPF. The MHC is HLA-B15:09 with pseudo-sequence HLA-B15:09. The binding affinity (normalized) is 0.0847. (5) The peptide sequence is TPEDLNTML. The MHC is HLA-B07:02 with pseudo-sequence HLA-B07:02. The binding affinity (normalized) is 0.279. (6) The peptide sequence is FLMALTDSG. The MHC is Mamu-A70103 with pseudo-sequence Mamu-A70103. The binding affinity (normalized) is 0.